The task is: Predict the reaction yield, written as a fraction of the theoretical maximum amount of product (1.0 means a 100% yield; for example, 0.34 means a 34% yield).. This data is from Reaction yield outcomes from USPTO patents with 853,638 reactions. (1) The reactants are [CH2:1]([O:3][C:4]1[CH:5]=[C:6]([CH:12]([NH2:18])[CH2:13][S:14]([CH3:17])(=[O:16])=[O:15])[CH:7]=[CH:8][C:9]=1[O:10][CH3:11])[CH3:2].[C:19]([NH:22][C:23]1[CH:33]=[CH:32][CH:31]=[C:25]2[C:26]([O:28][C:29](=O)[C:24]=12)=[O:27])(=[O:21])[CH3:20]. The catalyst is C(O)(=O)C. The product is [CH2:1]([O:3][C:4]1[CH:5]=[C:6]([CH:12]([N:18]2[C:29](=[O:28])[C:24]3[C:25](=[CH:31][CH:32]=[CH:33][C:23]=3[NH:22][C:19](=[O:21])[CH3:20])[C:26]2=[O:27])[CH2:13][S:14]([CH3:17])(=[O:16])=[O:15])[CH:7]=[CH:8][C:9]=1[O:10][CH3:11])[CH3:2]. The yield is 0.590. (2) The reactants are [CH3:1][N:2]1[CH2:7][CH2:6][CH2:5][CH2:4][CH:3]1[CH2:8][OH:9].[Cl:10][C:11]1[CH:12]=[C:13]([CH:26]=[CH:27][C:28]=1[O:29][CH2:30][C:31]1[CH:36]=[CH:35][CH:34]=[CH:33][N:32]=1)[NH:14][C:15]1[C:24]2[C:19](=[CH:20][CH:21]=[CH:22][C:23]=2F)[N:18]=[CH:17][N:16]=1. No catalyst specified. The product is [Cl:10][C:11]1[CH:12]=[C:13]([CH:26]=[CH:27][C:28]=1[O:29][CH2:30][C:31]1[CH:36]=[CH:35][CH:34]=[CH:33][N:32]=1)[NH:14][C:15]1[C:24]2[C:19](=[CH:20][CH:21]=[CH:22][C:23]=2[O:9][CH2:8][CH:3]2[CH2:4][CH2:5][CH2:6][CH2:7][N:2]2[CH3:1])[N:18]=[CH:17][N:16]=1. The yield is 0.230.